Dataset: Catalyst prediction with 721,799 reactions and 888 catalyst types from USPTO. Task: Predict which catalyst facilitates the given reaction. (1) Reactant: [CH3:1][CH:2]1[C:8]2=[C:9]3[C:13](=[CH:14][CH:15]=[C:7]2[O:6][CH2:5][CH2:4][N:3]1[C:16]([O:18][C:19]([CH3:22])([CH3:21])[CH3:20])=[O:17])[NH:12][CH:11]=[CH:10]3.[H-].[Na+].[CH3:25][C:26]1[S:27][C:28]([CH3:35])=[CH:29][C:30]=1[S:31](Cl)(=[O:33])=[O:32]. Product: [CH3:25][C:26]1[S:27][C:28]([CH3:35])=[CH:29][C:30]=1[S:31]([N:12]1[C:13]2[C:9](=[C:8]3[CH:2]([CH3:1])[N:3]([C:16]([O:18][C:19]([CH3:21])([CH3:20])[CH3:22])=[O:17])[CH2:4][CH2:5][O:6][C:7]3=[CH:15][CH:14]=2)[CH:10]=[CH:11]1)(=[O:33])=[O:32]. The catalyst class is: 3. (2) Reactant: Br[C:2]1[CH:7]=[CH:6][C:5](/[CH:8]=[C:9](\Cl)/[C:10]2[CH:15]=[CH:14][C:13]([Cl:16])=[CH:12][CH:11]=2)=[CH:4][CH:3]=1.[OH-].[K+].[O:20]1CCOC[CH2:21]1. Product: [Cl:16][C:13]1[CH:14]=[CH:15][C:10]([C:9]#[C:8][C:5]2[CH:6]=[CH:7][C:2]([CH:21]=[O:20])=[CH:3][CH:4]=2)=[CH:11][CH:12]=1. The catalyst class is: 5. (3) Reactant: [S:1]1[C:9]2[C:4](=[N:5][CH:6]=[CH:7][CH:8]=2)[N:3]=[C:2]1[O:10][C:11]1[CH:16]=[CH:15][C:14]([CH2:17]O)=[CH:13][CH:12]=1.O=S(Cl)[Cl:21]. Product: [Cl:21][CH2:17][C:14]1[CH:15]=[CH:16][C:11]([O:10][C:2]2[S:1][C:9]3[C:4]([N:3]=2)=[N:5][CH:6]=[CH:7][CH:8]=3)=[CH:12][CH:13]=1. The catalyst class is: 2. (4) Reactant: [NH2:1][C:2]1[CH:9]=[CH:8][C:5]([C:6]#[N:7])=[CH:4][C:3]=1[CH2:10][CH3:11].Br[CH2:13][CH2:14][CH2:15][CH2:16][CH2:17]Br.C(=O)([O-])[O-].[K+].[K+]. Product: [CH2:10]([C:3]1[CH:4]=[C:5]([CH:8]=[CH:9][C:2]=1[N:1]1[CH2:17][CH2:16][CH2:15][CH2:14][CH2:13]1)[C:6]#[N:7])[CH3:11]. The catalyst class is: 6. (5) Reactant: [CH2:1]1[O:13][C:12]2[CH:11]=[C:10]3[C:5]([C:6]([N:14]([CH2:28][CH2:29][N:30]4[CH2:34][CH2:33][CH2:32][CH2:31]4)[C:15](=[O:27])[C:16]4[CH:21]=[C:20]([O:22][CH3:23])[C:19]([O:24][CH3:25])=[CH:18][C:17]=4I)=[CH:7][CH:8]=[N:9]3)=[CH:4][C:3]=2[O:2]1. Product: [CH3:23][O:22][C:20]1[C:19]([O:24][CH3:25])=[CH:18][C:17]2[C:7]3[C:6](=[C:5]4[CH:4]=[C:3]5[O:2][CH2:1][O:13][C:12]5=[CH:11][C:10]4=[N:9][CH:8]=3)[N:14]([CH2:28][CH2:29][N:30]3[CH2:34][CH2:33][CH2:32][CH2:31]3)[C:15](=[O:27])[C:16]=2[CH:21]=1. The catalyst class is: 22. (6) Reactant: C([Li])CCC.C(NC(C)C)(C)C.[Br:13][C:14]1[CH:15]=[C:16]([F:35])[C:17]([O:27][C:28]2[CH:29]=[N:30][C:31]([Cl:34])=[CH:32][CH:33]=2)=[C:18]([CH:26]=1)[C:19](N(CC)CC)=[O:20]. The catalyst class is: 1. Product: [Br:13][C:14]1[CH:26]=[C:18]2[C:17](=[C:16]([F:35])[CH:15]=1)[O:27][C:28]1[CH:29]=[N:30][C:31]([Cl:34])=[CH:32][C:33]=1[C:19]2=[O:20]. (7) Product: [CH3:9][Si:10]([CH3:20])([CH3:11])[C:3]1[CH:4]=[C:5]([C:12]2[C:13]([C:13]3[CH:14]=[CH:15][CH:16]=[C:11]([Si:10]([CH3:21])([CH3:20])[CH3:9])[CH:12]=3)=[CH:14][CH:15]=[CH:29][CH:30]=2)[CH:6]=[CH:7][CH:2]=1. The catalyst class is: 103. Reactant: I[C:2]1[CH:7]=[CH:6][CH:5]=[CH:4][C:3]=1I.[CH3:9][Si:10]([CH3:21])([CH3:20])[C:11]1[CH:12]=[C:13](B(O)O)[CH:14]=[CH:15][CH:16]=1.[OH-].[Na+].COCCO[CH2:29][CH2:30]OC. (8) Reactant: C(OC[C@H](N[C:32]([C:34]1[O:35][C:36]2[CH:42]=[CH:41][CH:40]=[CH:39][C:37]=2[CH:38]=1)=[O:33])C(=O)NC1CCCN(S(C2C=CC=CN=2)(=O)=O)CC1=O)C1C=CC=CC=1.C(OCC)(=[O:45])C. Product: [O:35]1[C:36]2[CH:42]=[CH:41][CH:40]=[CH:39][C:37]=2[CH:38]=[C:34]1[C:32]([OH:33])=[O:45]. The catalyst class is: 45.